From a dataset of Full USPTO retrosynthesis dataset with 1.9M reactions from patents (1976-2016). Predict the reactants needed to synthesize the given product. (1) Given the product [CH2:1]([O:8][C:9]1[CH:14]=[CH:13][N:12]([C:15]2[CH:16]=[N:17][C:18]([N:28]3[CH2:29][CH2:30][CH:25]([N:24]([CH3:31])[CH3:23])[CH2:26][CH2:27]3)=[CH:19][CH:20]=2)[C:11](=[O:22])[CH:10]=1)[C:2]1[CH:7]=[CH:6][CH:5]=[CH:4][CH:3]=1, predict the reactants needed to synthesize it. The reactants are: [CH2:1]([O:8][C:9]1[CH:14]=[CH:13][N:12]([C:15]2[CH:16]=[N:17][C:18](Cl)=[CH:19][CH:20]=2)[C:11](=[O:22])[CH:10]=1)[C:2]1[CH:7]=[CH:6][CH:5]=[CH:4][CH:3]=1.[CH3:23][N:24]([CH3:31])[CH:25]1[CH2:30][CH2:29][NH:28][CH2:27][CH2:26]1.[F-].[Cs+].CCOC(C)=O. (2) Given the product [C:1]([O:5][C:6](=[O:7])[NH:8][CH2:9][CH2:10][N:22]1[CH:23]=[C:19]([N+:16]([O-:18])=[O:17])[N:20]=[CH:21]1)([CH3:4])([CH3:3])[CH3:2], predict the reactants needed to synthesize it. The reactants are: [C:1]([O:5][C:6]([NH:8][CH2:9][CH2:10]OS(C)(=O)=O)=[O:7])([CH3:4])([CH3:3])[CH3:2].[N+:16]([C:19]1[N:20]=[CH:21][NH:22][CH:23]=1)([O-:18])=[O:17].C([O-])([O-])=O.[K+].[K+]. (3) Given the product [C:1]([O:5][C:6]([N:8]([O:33][C:34]([O:36][C:37]([CH3:40])([CH3:39])[CH3:38])=[O:35])[CH2:9]/[CH:10]=[CH:11]\[C:12]1[C:17]([C:18]([O:20][CH3:21])=[O:19])=[N:16][CH:15]=[C:14]2[N:22]([CH2:25][C:26]3[CH:27]=[CH:28][C:29]([F:32])=[CH:30][CH:31]=3)[CH:23]=[CH:24][C:13]=12)=[O:7])([CH3:3])([CH3:4])[CH3:2], predict the reactants needed to synthesize it. The reactants are: [C:1]([O:5][C:6]([N:8]([O:33][C:34]([O:36][C:37]([CH3:40])([CH3:39])[CH3:38])=[O:35])[CH2:9][C:10]#[C:11][C:12]1[C:17]([C:18]([O:20][CH3:21])=[O:19])=[N:16][CH:15]=[C:14]2[N:22]([CH2:25][C:26]3[CH:31]=[CH:30][C:29]([F:32])=[CH:28][CH:27]=3)[CH:23]=[CH:24][C:13]=12)=[O:7])([CH3:4])([CH3:3])[CH3:2].[H][H]. (4) Given the product [N:16]1[CH:21]=[CH:20][CH:19]=[N:18][C:17]=1[N:22]1[CH2:27][CH2:26][N:25]([CH2:2][C:3]2[CH:8]=[CH:7][C:6]([CH2:9][NH:10][C:11](=[O:13])[CH3:12])=[CH:5][CH:4]=2)[CH2:24][CH2:23]1, predict the reactants needed to synthesize it. The reactants are: Cl[CH2:2][C:3]1[CH:8]=[CH:7][C:6]([CH2:9][NH:10][C:11](=[O:13])[CH3:12])=[CH:5][CH:4]=1.Cl.Cl.[N:16]1[CH:21]=[CH:20][CH:19]=[N:18][C:17]=1[N:22]1[CH2:27][CH2:26][NH:25][CH2:24][CH2:23]1.C(=O)([O-])[O-].[K+].[K+].O.